Dataset: Aqueous solubility values for 9,982 compounds from the AqSolDB database. Task: Regression/Classification. Given a drug SMILES string, predict its absorption, distribution, metabolism, or excretion properties. Task type varies by dataset: regression for continuous measurements (e.g., permeability, clearance, half-life) or binary classification for categorical outcomes (e.g., BBB penetration, CYP inhibition). For this dataset (solubility_aqsoldb), we predict Y. (1) The compound is CC[C@H](C)[C@@H](NC(C)=O)C(=O)O. The Y is -0.591 log mol/L. (2) The molecule is O=C=Nc1ccc(C(c2ccc(N=C=O)cc2)c2ccc(N=C=O)cc2)cc1. The Y is -6.57 log mol/L. (3) The compound is CCOS(=O)(=O)c1ccccc1. The Y is -2.13 log mol/L.